Dataset: NCI-60 drug combinations with 297,098 pairs across 59 cell lines. Task: Regression. Given two drug SMILES strings and cell line genomic features, predict the synergy score measuring deviation from expected non-interaction effect. Drug 1: C1=NC2=C(N1)C(=S)N=C(N2)N. Drug 2: C1CN(P(=O)(OC1)NCCCl)CCCl. Cell line: OVCAR-4. Synergy scores: CSS=25.8, Synergy_ZIP=0.397, Synergy_Bliss=0.944, Synergy_Loewe=-13.8, Synergy_HSA=0.998.